The task is: Regression. Given two drug SMILES strings and cell line genomic features, predict the synergy score measuring deviation from expected non-interaction effect.. This data is from NCI-60 drug combinations with 297,098 pairs across 59 cell lines. (1) Drug 1: CC1OCC2C(O1)C(C(C(O2)OC3C4COC(=O)C4C(C5=CC6=C(C=C35)OCO6)C7=CC(=C(C(=C7)OC)O)OC)O)O. Drug 2: C1=CC=C(C(=C1)C(C2=CC=C(C=C2)Cl)C(Cl)Cl)Cl. Cell line: SK-OV-3. Synergy scores: CSS=8.35, Synergy_ZIP=-5.19, Synergy_Bliss=-3.30, Synergy_Loewe=-14.8, Synergy_HSA=-2.63. (2) Drug 1: CC1=C2C(C(=O)C3(C(CC4C(C3C(C(C2(C)C)(CC1OC(=O)C(C(C5=CC=CC=C5)NC(=O)C6=CC=CC=C6)O)O)OC(=O)C7=CC=CC=C7)(CO4)OC(=O)C)O)C)OC(=O)C. Drug 2: C1CCC(C(C1)N)N.C(=O)(C(=O)[O-])[O-].[Pt+4]. Cell line: OVCAR-8. Synergy scores: CSS=47.3, Synergy_ZIP=-9.10, Synergy_Bliss=-2.42, Synergy_Loewe=-5.69, Synergy_HSA=-1.03.